Dataset: Forward reaction prediction with 1.9M reactions from USPTO patents (1976-2016). Task: Predict the product of the given reaction. Given the reactants [Cl:1][C:2]1[N:7]=[C:6](I)[N:5]=[C:4]([N:9]2[CH2:14][CH2:13][O:12][CH2:11][CH2:10]2)[CH:3]=1.Cl.[S:16]1[CH:20]=[CH:19][N:18]=[C:17]1[CH2:21][CH2:22][NH2:23].CC(C)([O-])C.[Na+], predict the reaction product. The product is: [Cl:1][C:2]1[CH:3]=[C:4]([N:9]2[CH2:14][CH2:13][O:12][CH2:11][CH2:10]2)[N:5]=[C:6]([NH:23][CH2:22][CH2:21][C:17]2[S:16][CH:20]=[CH:19][N:18]=2)[N:7]=1.